This data is from Reaction yield outcomes from USPTO patents with 853,638 reactions. The task is: Predict the reaction yield, written as a fraction of the theoretical maximum amount of product (1.0 means a 100% yield; for example, 0.34 means a 34% yield). (1) The reactants are C([O:5][C:6](=O)[NH:7][C:8]1[S:9][C:10]2[C:16]([C:17]3[CH:22]=[CH:21][CH:20]=[CH:19][CH:18]=3)=[CH:15][CH:14]=[C:13]([O:23][CH3:24])[C:11]=2[N:12]=1)(C)(C)C.[NH:26]1[CH2:31][CH2:30][S:29][CH2:28][CH2:27]1. No catalyst specified. The product is [CH3:24][O:23][C:13]1[C:11]2[N:12]=[C:8]([NH:7][C:6]([N:26]3[CH2:31][CH2:30][S:29][CH2:28][CH2:27]3)=[O:5])[S:9][C:10]=2[C:16]([C:17]2[CH:22]=[CH:21][CH:20]=[CH:19][CH:18]=2)=[CH:15][CH:14]=1. The yield is 0.880. (2) The reactants are [CH3:1][O:2][C:3]1[N:8]=[N:7][C:6]([N:9]2[C:13]([C:14]3[CH:19]=[CH:18][CH:17]=[CH:16][N:15]=3)=[CH:12][C:11]([C:20]([OH:22])=O)=[N:10]2)=[CH:5][CH:4]=1.[CH:23]([NH:26][CH3:27])([CH3:25])[CH3:24]. No catalyst specified. The product is [CH:23]([N:26]([CH3:27])[C:20]([C:11]1[CH:12]=[C:13]([C:14]2[CH:19]=[CH:18][CH:17]=[CH:16][N:15]=2)[N:9]([C:6]2[N:7]=[N:8][C:3]([O:2][CH3:1])=[CH:4][CH:5]=2)[N:10]=1)=[O:22])([CH3:25])[CH3:24]. The yield is 0.490. (3) The reactants are Cl([O-])=O.[Na+].S(=O)(=O)(O)N.[CH2:10]([O:17][C:18]1[C:19]([CH:36]=[O:37])=[N:20][CH:21]=[C:22]([C:34]=1[OH:35])[C:23]([NH:25][CH2:26][C:27]1[CH:32]=[CH:31][C:30]([F:33])=[CH:29][CH:28]=1)=[O:24])[C:11]1[CH:16]=[CH:15][CH:14]=[CH:13][CH:12]=1.[OH2:38]. The catalyst is O1CCCC1. The product is [CH2:10]([O:17][C:18]1[C:19]([C:36]([OH:38])=[O:37])=[N:20][CH:21]=[C:22]([C:23](=[O:24])[NH:25][CH2:26][C:27]2[CH:28]=[CH:29][C:30]([F:33])=[CH:31][CH:32]=2)[C:34]=1[OH:35])[C:11]1[CH:16]=[CH:15][CH:14]=[CH:13][CH:12]=1. The yield is 0.900. (4) The reactants are [F:1][C:2]1[CH:7]=[CH:6][C:5]([N:8]2[CH2:17][CH2:16][C:15]3[C:10](=[CH:11][CH:12]=[C:13]([O:18][CH2:19][C:20]4[CH:25]=[CH:24][CH:23]=[CH:22][CH:21]=4)[CH:14]=3)[CH:9]2[CH2:26][C:27]2[CH:32]=[CH:31][C:30]([N+:33]([O-])=O)=[CH:29][CH:28]=2)=[CH:4][CH:3]=1.Cl[Sn]Cl.O. The catalyst is CN(C=O)C. The product is [F:1][C:2]1[CH:7]=[CH:6][C:5]([N:8]2[CH2:17][CH2:16][C:15]3[C:10](=[CH:11][CH:12]=[C:13]([O:18][CH2:19][C:20]4[CH:25]=[CH:24][CH:23]=[CH:22][CH:21]=4)[CH:14]=3)[CH:9]2[CH2:26][C:27]2[CH:28]=[CH:29][C:30]([NH2:33])=[CH:31][CH:32]=2)=[CH:4][CH:3]=1. The yield is 1.00. (5) The reactants are Cl[CH2:2][C:3]([NH:5][C@@H:6]1[CH2:11][O:10][C:9]2=[N:12][C:13]([N+:15]([O-:17])=[O:16])=[CH:14][N:8]2[CH2:7]1)=[O:4].[CH3:18][O:19][CH2:20][CH2:21][O:22][C:23]1[CH:35]=[CH:34][C:26]([O:27][CH:28]2[CH2:33][CH2:32][NH:31][CH2:30][CH2:29]2)=[CH:25][CH:24]=1. No catalyst specified. The product is [CH3:18][O:19][CH2:20][CH2:21][O:22][C:23]1[CH:35]=[CH:34][C:26]([O:27][CH:28]2[CH2:33][CH2:32][N:31]([CH2:2][C:3]([NH:5][C@@H:6]3[CH2:11][O:10][C:9]4=[N:12][C:13]([N+:15]([O-:17])=[O:16])=[CH:14][N:8]4[CH2:7]3)=[O:4])[CH2:30][CH2:29]2)=[CH:25][CH:24]=1. The yield is 0.560. (6) The reactants are [C:1]([C:4]1[CH:5]=[C:6]([CH:14]=[CH:15][CH:16]=1)[O:7][CH2:8][C:9]([O:11]CC)=O)(=[O:3])[NH2:2].[NH2:17][CH2:18][CH:19]([OH:31])[CH2:20][N:21]1[CH2:30][CH2:29][C:28]2[C:23](=[CH:24][CH:25]=[CH:26][CH:27]=2)[CH2:22]1. The catalyst is CCO. The product is [CH2:22]1[C:23]2[C:28](=[CH:27][CH:26]=[CH:25][CH:24]=2)[CH2:29][CH2:30][N:21]1[CH2:20][CH:19]([OH:31])[CH2:18][NH:17][C:9](=[O:11])[CH2:8][O:7][C:6]1[CH:5]=[C:4]([CH:16]=[CH:15][CH:14]=1)[C:1]([NH2:2])=[O:3]. The yield is 0.250.